Dataset: Forward reaction prediction with 1.9M reactions from USPTO patents (1976-2016). Task: Predict the product of the given reaction. (1) Given the reactants Br[C:2]1[CH:7]=[CH:6][C:5]([C:8]2[O:12][N:11]=[C:10]([CH3:13])[C:9]=2[NH:14][CH:15]([C:17]2[CH:26]=[CH:25][C:24]3[C:19](=[CH:20][CH:21]=[CH:22][CH:23]=3)[CH:18]=2)[CH3:16])=[CH:4][CH:3]=1.[CH2:27]([O:29][C:30](=[O:50])[CH2:31][C:32]1([C:35]2[CH:40]=[CH:39][C:38](B3OC(C)(C)C(C)(C)O3)=[CH:37][CH:36]=2)[CH2:34][CH2:33]1)[CH3:28], predict the reaction product. The product is: [CH2:27]([O:29][C:30](=[O:50])[CH2:31][C:32]1([C:35]2[CH:36]=[CH:37][C:38]([C:2]3[CH:3]=[CH:4][C:5]([C:8]4[O:12][N:11]=[C:10]([CH3:13])[C:9]=4[NH:14][CH:15]([C:17]4[CH:26]=[CH:25][C:24]5[C:19](=[CH:20][CH:21]=[CH:22][CH:23]=5)[CH:18]=4)[CH3:16])=[CH:6][CH:7]=3)=[CH:39][CH:40]=2)[CH2:33][CH2:34]1)[CH3:28]. (2) Given the reactants C([Mg]Cl)CCC.C([Li])CCC.[Br:12][C:13]1[CH:18]=[CH:17][CH:16]=[C:15](Br)[N:14]=1.Cl[Si:21]([CH3:24])([CH3:23])[CH3:22], predict the reaction product. The product is: [Br:12][C:13]1[N:14]=[C:15]([Si:21]([CH3:24])([CH3:23])[CH3:22])[CH:16]=[CH:17][CH:18]=1. (3) Given the reactants [CH:1]12[N:7]([C:8]([C:10]3[N:11]=[C:12]([C:33]([O-:35])=O)[S:13][C:14]=3[C:15]3[CH:20]=[CH:19][C:18]([C:21]([OH:30])([C:26]([F:29])([F:28])[F:27])[C:22]([F:25])([F:24])[F:23])=[C:17]([Cl:31])[C:16]=3[Cl:32])=[O:9])[CH:4]([CH2:5][CH2:6]1)[CH2:3][CH2:2]2.[Li+].[NH:37]1[C:42](=[O:43])[CH2:41][NH:40][CH2:39][C:38]1=[O:44], predict the reaction product. The product is: [CH:4]12[N:7]([C:8]([C:10]3[N:11]=[C:12]([C:33]([N:40]4[CH2:41][C:42](=[O:43])[NH:37][C:38](=[O:44])[CH2:39]4)=[O:35])[S:13][C:14]=3[C:15]3[CH:20]=[CH:19][C:18]([C:21]([OH:30])([C:22]([F:25])([F:23])[F:24])[C:26]([F:29])([F:27])[F:28])=[C:17]([Cl:31])[C:16]=3[Cl:32])=[O:9])[CH:1]([CH2:2][CH2:3]1)[CH2:6][CH2:5]2. (4) Given the reactants [Cl:1][C:2]1[CH:7]=[CH:6][C:5](/[CH:8]=[CH:9]\[C:10]2[CH:15]=[CH:14][CH:13]=[CH:12][CH:11]=2)=[CH:4][C:3]=1[N+:16]([O-])=O.N1CCOCC1, predict the reaction product. The product is: [Cl:1][C:2]1[CH:7]=[CH:6][C:5]([CH2:8][CH2:9][C:10]2[CH:11]=[CH:12][CH:13]=[CH:14][CH:15]=2)=[CH:4][C:3]=1[NH2:16].